Dataset: Reaction yield outcomes from USPTO patents with 853,638 reactions. Task: Predict the reaction yield, written as a fraction of the theoretical maximum amount of product (1.0 means a 100% yield; for example, 0.34 means a 34% yield). (1) The reactants are [NH2:1][C:2]1[C:10]([CH3:11])=[CH:9][CH:8]=[CH:7][C:3]=1[C:4]([NH2:6])=[O:5].CCN(C(C)C)C(C)C.Cl[C:22](=[O:28])[C:23]([O:25][CH2:26][CH3:27])=[O:24]. The catalyst is C1COCC1. The product is [C:4]([C:3]1[CH:7]=[CH:8][CH:9]=[C:10]([CH3:11])[C:2]=1[NH:1][C:22](=[O:28])[C:23]([O:25][CH2:26][CH3:27])=[O:24])(=[O:5])[NH2:6]. The yield is 0.200. (2) The reactants are [C:1]([O:5][C:6](=[O:15])[CH2:7][C@H:8]([CH2:12][CH:13]=[CH2:14])[C:9]([OH:11])=O)([CH3:4])([CH3:3])[CH3:2].[NH:16]1[CH2:20][CH2:19][CH2:18][C@H:17]1[CH2:21][OH:22].CO.C(Cl)Cl. The catalyst is C(Cl)Cl. The product is [OH:22][CH2:21][C@@H:17]1[CH2:18][CH2:19][CH2:20][N:16]1[C:9]([C@@H:8]([CH2:12][CH:13]=[CH2:14])[CH2:7][C:6]([O:5][C:1]([CH3:2])([CH3:3])[CH3:4])=[O:15])=[O:11]. The yield is 0.950.